This data is from Full USPTO retrosynthesis dataset with 1.9M reactions from patents (1976-2016). The task is: Predict the reactants needed to synthesize the given product. (1) Given the product [Cl:31][C:5]1[CH:10]=[C:1]([N:11]2[CH2:16][CH2:15][N:14]([CH2:17][CH2:18][CH2:19][CH2:20][O:21][C:22]3[CH:30]=[C:29]4[C:25]([CH:26]=[N:27][NH:28]4)=[CH:24][CH:23]=3)[CH2:13][CH2:12]2)[CH:2]=[CH:3][CH:4]=1, predict the reactants needed to synthesize it. The reactants are: [C:1]1([N:11]2[CH2:16][CH2:15][N:14]([CH2:17][CH2:18][CH2:19][CH2:20][O:21][C:22]3[CH:30]=[C:29]4[C:25]([CH:26]=[N:27][NH:28]4)=[CH:24][CH:23]=3)[CH2:13][CH2:12]2)[C:10]2[C:5](=CC=CC=2)[CH:4]=[CH:3][CH:2]=1.[Cl:31]C1C=C(N2CCNCC2)C=CC=1. (2) Given the product [C:1]([O:5][C:6](=[O:32])[N:7]([C@H:8]([C:10](=[O:30])[NH:11][C@@H:12]1[C:13](=[O:29])[N:14]([CH2:37][C:36]2[CH:39]=[CH:40][CH:41]=[CH:42][C:35]=2[O:34][CH3:33])[C:15]2[CH:28]=[CH:27][CH:26]=[CH:25][C:16]=2[N:17]([C:19](=[O:24])[CH2:20][CH:21]([CH3:23])[CH3:22])[CH2:18]1)[CH3:9])[CH3:31])([CH3:3])([CH3:4])[CH3:2], predict the reactants needed to synthesize it. The reactants are: [C:1]([O:5][C:6](=[O:32])[N:7]([CH3:31])[C@H:8]([C:10](=[O:30])[NH:11][C@H:12]1[CH2:18][N:17]([C:19](=[O:24])[CH2:20][CH:21]([CH3:23])[CH3:22])[C:16]2[CH:25]=[CH:26][CH:27]=[CH:28][C:15]=2[NH:14][C:13]1=[O:29])[CH3:9])([CH3:4])([CH3:3])[CH3:2].[CH3:33][O:34][C:35]1[CH:42]=[CH:41][CH:40]=[CH:39][C:36]=1[CH2:37]Cl.C([O-])([O-])=O.[Cs+].[Cs+].[Na+].[I-]. (3) Given the product [OH:8][C@@H:9]1[CH2:14][CH2:13][C@H:12]([N:15]2[CH2:19][CH2:18][C@H:17]([NH:22][C:23](=[O:32])[O:24][CH2:25][C:26]3[CH:27]=[CH:28][CH:29]=[CH:30][CH:31]=3)[C:16]2=[O:33])[C@H:11]([CH:34]([CH3:35])[CH3:36])[CH2:10]1.[Si:1]([O:8][C@@H:9]1[CH2:14][CH2:13][C@H:12]([N:15]2[CH2:19][CH2:18][C@H:17]([NH:22][C:23](=[O:32])[O:24][CH2:25][C:26]3[CH:31]=[CH:30][CH:29]=[CH:28][CH:27]=3)[C:16]2=[O:33])[C@H:11]([CH:34]([CH3:36])[CH3:35])[CH2:10]1)([C:4]([CH3:7])([CH3:6])[CH3:5])([CH3:3])[CH3:2], predict the reactants needed to synthesize it. The reactants are: [Si:1]([O:8][C@@H:9]1[CH2:14][CH2:13][C@H:12]([NH:15][C:16](=[O:33])[C@@H:17]([NH:22][C:23](=[O:32])[O:24][CH2:25][C:26]2[CH:31]=[CH:30][CH:29]=[CH:28][CH:27]=2)[CH2:18][CH2:19]SC)[C@H:11]([CH:34]([CH3:36])[CH3:35])[CH2:10]1)([C:4]([CH3:7])([CH3:6])[CH3:5])([CH3:3])[CH3:2].C([O-])([O-])=O.[Cs+].[Cs+]. (4) Given the product [CH3:10][C:11]1[N:15]([C:16]2[CH:21]=[CH:20][C:19]([C:22]([F:23])([F:24])[F:25])=[CH:18][N:17]=2)[N:14]=[CH:13][C:12]=1[C:26]([NH:14][C:13]1[CH:5]=[N:6][C:9]([C:19]2[CH2:20][CH2:21][C@H:29]([N:31]3[CH2:34][CH2:35][O:36][CH2:33][CH2:32]3)[CH2:30][CH:18]=2)=[C:11]([CH3:10])[CH:12]=1)=[O:28], predict the reactants needed to synthesize it. The reactants are: S(Cl)(Cl)=O.[CH3:5][N:6]([CH3:9])C=O.[CH3:10][C:11]1[N:15]([C:16]2[CH:21]=[CH:20][C:19]([C:22]([F:25])([F:24])[F:23])=[CH:18][N:17]=2)[N:14]=[CH:13][C:12]=1[C:26]([OH:28])=O.[CH2:29]([N:31]([CH2:34][CH3:35])[CH2:32][CH3:33])[CH3:30].[OH2:36].